This data is from Forward reaction prediction with 1.9M reactions from USPTO patents (1976-2016). The task is: Predict the product of the given reaction. Given the reactants [O:1]([C:8]1[CH:28]=[CH:27][C:11]([O:12][C:13]2[C:14]3[N:21]([CH2:22][CH:23]4[CH2:26][NH:25][CH2:24]4)[CH:20]=[CH:19][C:15]=3[N:16]=[CH:17][N:18]=2)=[CH:10][CH:9]=1)[C:2]1[CH:7]=[CH:6][CH:5]=[CH:4][CH:3]=1.C(=O)(O)[O-].[Na+].[C:34](Br)#[N:35], predict the reaction product. The product is: [O:1]([C:8]1[CH:28]=[CH:27][C:11]([O:12][C:13]2[C:14]3[N:21]([CH2:22][CH:23]4[CH2:26][N:25]([C:34]#[N:35])[CH2:24]4)[CH:20]=[CH:19][C:15]=3[N:16]=[CH:17][N:18]=2)=[CH:10][CH:9]=1)[C:2]1[CH:7]=[CH:6][CH:5]=[CH:4][CH:3]=1.